Dataset: Full USPTO retrosynthesis dataset with 1.9M reactions from patents (1976-2016). Task: Predict the reactants needed to synthesize the given product. (1) Given the product [ClH:22].[F:1][CH2:2][C:3]1[CH:4]=[C:5]([CH:9]=[CH:10][C:11]=1[CH2:12][CH:13]1[CH2:18][CH2:17][N:16]([CH3:19])[CH2:15][CH2:14]1)[C:6]([Cl:22])=[O:7], predict the reactants needed to synthesize it. The reactants are: [F:1][CH2:2][C:3]1[CH:4]=[C:5]([CH:9]=[CH:10][C:11]=1[CH2:12][CH:13]1[CH2:18][CH2:17][N:16]([CH3:19])[CH2:15][CH2:14]1)[C:6](O)=[O:7].S(Cl)([Cl:22])=O. (2) The reactants are: [C:1]([C:3]1[C:8]([C:9]2[CH:10]=[C:11]([CH2:24][N:25](C)[C:26](=O)OC(C)(C)C)[S:12][C:13]=2[S:14]([C:17]2[CH:22]=[CH:21][CH:20]=[C:19]([F:23])[CH:18]=2)(=[O:16])=[O:15])=[CH:7][CH:6]=[CH:5][N:4]=1)#[N:2].C(OCC)(=O)C.[ClH:40]. Given the product [ClH:40].[F:23][C:19]1[CH:18]=[C:17]([S:14]([C:13]2[S:12][C:11]([CH2:24][NH:25][CH3:26])=[CH:10][C:9]=2[C:8]2[C:3]([C:1]#[N:2])=[N:4][CH:5]=[CH:6][CH:7]=2)(=[O:15])=[O:16])[CH:22]=[CH:21][CH:20]=1, predict the reactants needed to synthesize it. (3) Given the product [O:35]1[CH2:40][CH2:39][N:38]([C:41]2[C:46]([NH:47][C:55]3[C:64]4[C:59](=[CH:60][C:61]([F:66])=[CH:62][C:63]=4[F:65])[N:58]=[C:57]([C:67]4[CH:72]=[CH:71][N:70]=[C:69]([O:73][CH3:74])[CH:68]=4)[C:56]=3[CH3:75])=[CH:45][C:44]([N:48]3[CH2:49][CH2:50][O:51][CH2:52][CH2:53]3)=[CH:43][N:42]=2)[CH2:37][CH2:36]1, predict the reactants needed to synthesize it. The reactants are: C1(P(C2CCCCC2)C2C=CC=CC=2C2C(C(C)C)=CC(C(C)C)=CC=2C(C)C)CCCCC1.[O:35]1[CH2:40][CH2:39][N:38]([C:41]2[C:46]([NH2:47])=[CH:45][C:44]([N:48]3[CH2:53][CH2:52][O:51][CH2:50][CH2:49]3)=[CH:43][N:42]=2)[CH2:37][CH2:36]1.Cl[C:55]1[C:64]2[C:59](=[CH:60][C:61]([F:66])=[CH:62][C:63]=2[F:65])[N:58]=[C:57]([C:67]2[CH:72]=[CH:71][N:70]=[C:69]([O:73][CH3:74])[CH:68]=2)[C:56]=1[CH3:75].CC(C)([O-])C.[Na+]. (4) Given the product [CH2:12]([C:16]1[CH:23]=[CH:22][C:19]([C:1]2[NH:2][C:3](=[O:11])[C:4]3[C:5]([CH:10]=2)=[CH:6][CH:7]=[CH:8][CH:9]=3)=[CH:18][CH:17]=1)[CH2:13][CH2:14][CH3:15], predict the reactants needed to synthesize it. The reactants are: [CH3:1][NH:2][C:3](=[O:11])[C:4]1[CH:9]=[CH:8][CH:7]=[CH:6][C:5]=1[CH3:10].[CH2:12]([C:16]1[CH:23]=[CH:22][C:19](C#N)=[CH:18][CH:17]=1)[CH2:13][CH2:14][CH3:15]. (5) Given the product [CH:8]1([CH:2]([C:19]2[CH:18]=[CH:17][C:16]([N+:21]([O-:23])=[O:22])=[C:15]([F:14])[CH:20]=2)[C:3]([O:5][CH2:6][CH3:7])=[O:4])[CH2:13][CH2:12][CH2:11][CH2:10][CH2:9]1, predict the reactants needed to synthesize it. The reactants are: Cl[CH:2]([CH:8]1[CH2:13][CH2:12][CH2:11][CH2:10][CH2:9]1)[C:3]([O:5][CH2:6][CH3:7])=[O:4].[F:14][C:15]1[CH:20]=[CH:19][CH:18]=[CH:17][C:16]=1[N+:21]([O-:23])=[O:22].Cl. (6) Given the product [Cl:1][C:2]1[CH:3]=[C:4]([NH:5][C:35]([NH:43][C:44]2[S:45][CH:46]=[CH:47][N:48]=2)=[O:41])[CH:6]=[CH:7][C:8]=1[O:9][C:10]1[C:19]2[C:14](=[CH:15][C:16]([O:22][CH3:23])=[C:17]([O:20][CH3:21])[CH:18]=2)[N:13]=[CH:12][N:11]=1, predict the reactants needed to synthesize it. The reactants are: [Cl:1][C:2]1[CH:3]=[C:4]([CH:6]=[CH:7][C:8]=1[O:9][C:10]1[C:19]2[C:14](=[CH:15][C:16]([O:22][CH3:23])=[C:17]([O:20][CH3:21])[CH:18]=2)[N:13]=[CH:12][N:11]=1)[NH2:5].C(N(CC)CC)C.ClC(Cl)(O[C:35](=[O:41])OC(Cl)(Cl)Cl)Cl.[NH2:43][C:44]1[S:45][CH:46]=[CH:47][N:48]=1.